This data is from Full USPTO retrosynthesis dataset with 1.9M reactions from patents (1976-2016). The task is: Predict the reactants needed to synthesize the given product. (1) Given the product [CH3:34][C:3]([CH3:2])([C:12]1[CH:13]=[CH:14][C:15]([CH2:18][CH2:19][CH2:20][NH:21][C@@H:22]([C:24]2[C:33]3[C:28](=[CH:29][CH:30]=[CH:31][CH:32]=3)[CH:27]=[CH:26][CH:25]=2)[CH3:23])=[CH:16][CH:17]=1)[C:4]([NH:6][CH2:7][C:8]([OH:10])=[O:9])=[O:5], predict the reactants needed to synthesize it. The reactants are: Cl.[CH3:2][C:3]([CH3:34])([C:12]1[CH:17]=[CH:16][C:15]([CH2:18][CH2:19][CH2:20][NH:21][C@@H:22]([C:24]2[C:33]3[C:28](=[CH:29][CH:30]=[CH:31][CH:32]=3)[CH:27]=[CH:26][CH:25]=2)[CH3:23])=[CH:14][CH:13]=1)[C:4]([NH:6][CH2:7][C:8]([O:10]C)=[O:9])=[O:5].[OH-].[Li+]. (2) Given the product [C:31]([O:30][CH:5]([O:4][C:1](=[O:3])[CH3:2])[C:6]1[CH:11]=[C:10]([O:12][CH2:13][CH:14]([CH2:19][CH3:20])[CH2:15][CH2:16][CH2:17][CH3:18])[C:9]([N+:34]([O-:36])=[O:35])=[CH:8][C:7]=1[O:21][CH2:22][CH:23]([CH2:28][CH3:29])[CH2:24][CH2:25][CH2:26][CH3:27])(=[O:33])[CH3:32], predict the reactants needed to synthesize it. The reactants are: [C:1]([O:4][CH:5]([O:30][C:31](=[O:33])[CH3:32])[C:6]1[CH:11]=[C:10]([O:12][CH2:13][CH:14]([CH2:19][CH3:20])[CH2:15][CH2:16][CH2:17][CH3:18])[CH:9]=[CH:8][C:7]=1[O:21][CH2:22][CH:23]([CH2:28][CH3:29])[CH2:24][CH2:25][CH2:26][CH3:27])(=[O:3])[CH3:2].[N+:34]([O-])([OH:36])=[O:35].C(=O)(O)[O-].[Na+].O. (3) The reactants are: [CH3:1][O-:2].[Na+].Cl[C:5]1[C:14]([CH2:15][C:16]2[CH:24]=[CH:23][C:19]([N:20]([CH3:22])[CH3:21])=[CH:18][CH:17]=2)=[C:13]([Cl:25])[C:12]2[C:7](=[CH:8][CH:9]=[C:10]([I:26])[CH:11]=2)[N:6]=1. Given the product [Cl:25][C:13]1[C:12]2[C:7](=[CH:8][CH:9]=[C:10]([I:26])[CH:11]=2)[N:6]=[C:5]([O:2][CH3:1])[C:14]=1[CH2:15][C:16]1[CH:24]=[CH:23][C:19]([N:20]([CH3:22])[CH3:21])=[CH:18][CH:17]=1, predict the reactants needed to synthesize it. (4) Given the product [CH3:12][O:13][C:14]1[CH:21]=[CH:20][C:17]([CH2:18][CH:2]([C:3]([O:5][CH2:6][CH3:7])=[O:4])[C:1]([O:9][CH2:10][CH3:11])=[O:8])=[CH:16][CH:15]=1, predict the reactants needed to synthesize it. The reactants are: [C:1]([O:9][CH2:10][CH3:11])(=[O:8])[CH2:2][C:3]([O:5][CH2:6][CH3:7])=[O:4].[CH3:12][O:13][C:14]1[CH:21]=[CH:20][C:17]([CH2:18]Cl)=[CH:16][CH:15]=1. (5) Given the product [CH2:49]([N:56]1[CH2:60][CH2:59][C@@H:58]([NH:61][C:2]2[N:7]=[CH:6][C:5](/[CH:8]=[CH:9]/[C:10]([O:12][CH2:13][CH3:14])=[O:11])=[CH:4][CH:3]=2)[CH2:57]1)[C:50]1[CH:51]=[CH:52][CH:53]=[CH:54][CH:55]=1, predict the reactants needed to synthesize it. The reactants are: Cl[C:2]1[N:7]=[CH:6][C:5](/[CH:8]=[CH:9]/[C:10]([O:12][CH2:13][CH3:14])=[O:11])=[CH:4][CH:3]=1.C1(P(C2CCCCC2)C2C=CC=CC=2C2C(N(C)C)=CC=CC=2)CCCCC1.C(=O)([O-])[O-].[Cs+].[Cs+].[CH2:49]([N:56]1[CH2:60][CH2:59][C@@H:58]([NH2:61])[CH2:57]1)[C:50]1[CH:55]=[CH:54][CH:53]=[CH:52][CH:51]=1.